From a dataset of Forward reaction prediction with 1.9M reactions from USPTO patents (1976-2016). Predict the product of the given reaction. Given the reactants [CH3:1][O:2][C:3]1[CH:8]=[CH:7][CH:6]=[CH:5][C:4]=1[NH:9][C:10](=[O:30])[O:11][CH2:12][C@H:13]1[CH2:17][C@@H:16]([NH:18][S:19]([C:22]2[CH:27]=[C:26]([Br:28])[CH:25]=[CH:24][C:23]=2[Br:29])(=[O:21])=[O:20])[CH2:15][NH:14]1.C[CH2:32][N:33](C(C)C)C(C)C.BrC#N.C(O)C(N)(CO)CO, predict the reaction product. The product is: [CH3:1][O:2][C:3]1[CH:8]=[CH:7][CH:6]=[CH:5][C:4]=1[NH:9][C:10](=[O:30])[O:11][CH2:12][C@H:13]1[CH2:17][C@@H:16]([NH:18][S:19]([C:22]2[CH:27]=[C:26]([Br:28])[CH:25]=[CH:24][C:23]=2[Br:29])(=[O:20])=[O:21])[CH2:15][N:14]1[C:32]#[N:33].